This data is from Full USPTO retrosynthesis dataset with 1.9M reactions from patents (1976-2016). The task is: Predict the reactants needed to synthesize the given product. (1) The reactants are: [CH3:1][C:2]1([CH3:27])[CH2:7][CH:6]([NH:8][C:9]2[N:14]=[C:13]([C:15]3[S:19][C:18]4[CH:20]=[C:21]([OH:24])[CH:22]=[CH:23][C:17]=4[CH:16]=3)[CH:12]=[CH:11][N:10]=2)[CH2:5][C:4]([CH3:26])([CH3:25])[NH:3]1.[C:28]1(P(C2C=CC=CC=2)C2C=CC=CC=2)C=CC=C[CH:29]=1.CCO.CCOC(/N=N/C(OCC)=O)=O. Given the product [CH2:28]([O:24][C:21]1[CH:22]=[CH:23][C:17]2[CH:16]=[C:15]([C:13]3[CH:12]=[CH:11][N:10]=[C:9]([NH:8][CH:6]4[CH2:7][C:2]([CH3:27])([CH3:1])[NH:3][C:4]([CH3:26])([CH3:25])[CH2:5]4)[N:14]=3)[S:19][C:18]=2[CH:20]=1)[CH3:29], predict the reactants needed to synthesize it. (2) Given the product [NH2:7][CH:8]([CH3:30])[CH2:9][C:10]1[CH:11]=[C:12]([NH2:16])[CH:13]=[CH:14][CH:15]=1, predict the reactants needed to synthesize it. The reactants are: C(OC(=O)[NH:7][CH:8]([CH3:30])[CH2:9][C:10]1[CH:15]=[CH:14][CH:13]=[C:12]([N:16]=C(C2C=CC=CC=2)C2C=CC=CC=2)[CH:11]=1)(C)(C)C. (3) Given the product [CH3:1][C:2]1[NH:6][C:5]2[CH:7]=[C:8]([C:11]3[CH:12]=[CH:13][C:14]4[O:20][CH2:19][CH2:18][N:17]([C:21]([N:23]5[CH2:28][CH2:27][CH2:26][CH2:25][C@@H:24]5[C:29]5[CH:34]=[CH:33][CH:32]=[CH:31][CH:30]=5)=[O:22])[CH2:16][C:15]=4[CH:35]=3)[CH:9]=[CH:10][C:4]=2[N:3]=1, predict the reactants needed to synthesize it. The reactants are: [CH3:1][C:2]1[NH:6][C:5]2[CH:7]=[C:8]([C:11]3[CH:12]=[CH:13][C:14]4[O:20][CH2:19][CH2:18][N:17]([C:21]([N:23]5[CH2:28][CH2:27][CH2:26][CH2:25][CH:24]5[C:29]5[CH:34]=[CH:33][CH:32]=[CH:31][CH:30]=5)=[O:22])[CH2:16][C:15]=4[CH:35]=3)[CH:9]=[CH:10][C:4]=2[N:3]=1. (4) Given the product [F:1][C:2]1[CH:3]=[C:4]2[C:8](=[CH:9][CH:10]=1)[NH:7][C:6](=[O:11])[C:5]2=[C:28]1[C:36]2[C:31](=[CH:32][C:33]([CH2:37][CH2:38][C:39]([OH:41])=[O:40])=[CH:34][CH:35]=2)[CH2:30][O:29]1, predict the reactants needed to synthesize it. The reactants are: [F:1][C:2]1[CH:3]=[C:4]2[C:8](=[CH:9][CH:10]=1)[NH:7][C:6](=[O:11])[CH2:5]2.[Li+].C[Si]([N-][Si](C)(C)C)(C)C.C1COCC1.O=[C:28]1[C:36]2[C:31](=[CH:32][C:33]([CH2:37][CH2:38][C:39]([OH:41])=[O:40])=[CH:34][CH:35]=2)[CH2:30][O:29]1.S(=O)(=O)(O)O. (5) The reactants are: [F:1][C:2]1[CH:7]=[C:6]([I:8])[CH:5]=[CH:4][C:3]=1[NH:9][C:10]1[N:11]([CH3:24])[C:12](=[O:23])[C:13]([CH3:22])=[C:14]([OH:21])[C:15]=1[C:16]([O:18][CH2:19][CH3:20])=[O:17].S(OC)(O[CH3:29])(=O)=O.C([O-])([O-])=O.[K+].[K+]. Given the product [F:1][C:2]1[CH:7]=[C:6]([I:8])[CH:5]=[CH:4][C:3]=1[NH:9][C:10]1[N:11]([CH3:24])[C:12](=[O:23])[C:13]([CH3:22])=[C:14]([O:21][CH3:29])[C:15]=1[C:16]([O:18][CH2:19][CH3:20])=[O:17], predict the reactants needed to synthesize it.